From a dataset of Forward reaction prediction with 1.9M reactions from USPTO patents (1976-2016). Predict the product of the given reaction. (1) Given the reactants [O:1]=[C:2]1[C@:6]2([CH2:11][CH2:10][CH2:9][N:8](C(OCC3C=CC=CC=3)=O)[CH2:7]2)[CH2:5][CH2:4][N:3]1[C@H:22]1[CH2:27][CH2:26][C@H:25]([O:28][Si:29]([CH2:34][CH3:35])([CH2:32][CH3:33])[CH2:30][CH3:31])[CH2:24][CH2:23]1.CO, predict the reaction product. The product is: [CH2:32]([Si:29]([CH2:30][CH3:31])([CH2:34][CH3:35])[O:28][C@H:25]1[CH2:26][CH2:27][C@H:22]([N:3]2[CH2:4][CH2:5][C@@:6]3([CH2:11][CH2:10][CH2:9][NH:8][CH2:7]3)[C:2]2=[O:1])[CH2:23][CH2:24]1)[CH3:33]. (2) Given the reactants [CH2:1]([NH2:8])[C:2]1[CH:7]=[CH:6][CH:5]=[CH:4][CH:3]=1.[OH:9][S:10](O)(=[O:12])=[O:11], predict the reaction product. The product is: [S:10]([C:5]1[CH:6]=[CH:7][C:2]([CH2:1][NH2:8])=[CH:3][CH:4]=1)([OH:12])(=[O:11])=[O:9]. (3) Given the reactants [CH2:1]([N:3]1[CH:7]=[C:6]([C:8]2[N:9]=[C:10]3[C:16]([CH:17]=[O:18])=[CH:15][N:14]([CH2:19][O:20][CH2:21][CH2:22][Si:23]([CH3:26])([CH3:25])[CH3:24])[C:11]3=[N:12][CH:13]=2)[CH:5]=[N:4]1)[CH3:2].S(=O)(=O)([OH:29])N.[O-]Cl=O.[Na+].OP([O-])(O)=O.[K+], predict the reaction product. The product is: [CH2:1]([N:3]1[CH:7]=[C:6]([C:8]2[N:9]=[C:10]3[C:16]([C:17]([OH:29])=[O:18])=[CH:15][N:14]([CH2:19][O:20][CH2:21][CH2:22][Si:23]([CH3:25])([CH3:24])[CH3:26])[C:11]3=[N:12][CH:13]=2)[CH:5]=[N:4]1)[CH3:2].